From a dataset of Reaction yield outcomes from USPTO patents with 853,638 reactions. Predict the reaction yield, written as a fraction of the theoretical maximum amount of product (1.0 means a 100% yield; for example, 0.34 means a 34% yield). The reactants are Br[C:2]1[CH:7]=[CH:6][CH:5]=[C:4]([CH3:8])[N:3]=1.[CH3:9][Si:10]([C:13]#[CH:14])([CH3:12])[CH3:11]. The catalyst is Cl[Pd](Cl)([P](C1C=CC=CC=1)(C1C=CC=CC=1)C1C=CC=CC=1)[P](C1C=CC=CC=1)(C1C=CC=CC=1)C1C=CC=CC=1. The product is [CH3:8][C:4]1[CH:5]=[CH:6][CH:7]=[C:2]([C:14]#[C:13][Si:10]([CH3:12])([CH3:11])[CH3:9])[N:3]=1. The yield is 0.682.